This data is from Catalyst prediction with 721,799 reactions and 888 catalyst types from USPTO. The task is: Predict which catalyst facilitates the given reaction. (1) Reactant: [F:1][C:2]1[CH:10]=[C:9]2[C:5]([C:6](I)=[N:7][N:8]2[C:11]([C:24]2[CH:29]=[CH:28][CH:27]=[CH:26][CH:25]=2)([C:18]2[CH:23]=[CH:22][CH:21]=[CH:20][CH:19]=2)[C:12]2[CH:17]=[CH:16][CH:15]=[CH:14][CH:13]=2)=[CH:4][C:3]=1[N+:31]([O-:33])=[O:32].[CH:34]([C:36]1[CH:44]=[CH:43][C:39]2[O:40][CH2:41][O:42][C:38]=2[CH:37]=1)=[CH2:35].C(P(C(C)(C)C)C1C=CC=CC=1C1C=CC=CC=1)(C)(C)C.C(N(CC)CC)C. Product: [O:40]1[C:39]2[CH:43]=[CH:44][C:36](/[CH:34]=[CH:35]/[C:6]3[C:5]4[C:9](=[CH:10][C:2]([F:1])=[C:3]([N+:31]([O-:33])=[O:32])[CH:4]=4)[N:8]([C:11]([C:12]4[CH:17]=[CH:16][CH:15]=[CH:14][CH:13]=4)([C:18]4[CH:19]=[CH:20][CH:21]=[CH:22][CH:23]=4)[C:24]4[CH:25]=[CH:26][CH:27]=[CH:28][CH:29]=4)[N:7]=3)=[CH:37][C:38]=2[O:42][CH2:41]1. The catalyst class is: 524. (2) Reactant: [Br:1][C:2]1[CH:3]=[CH:4][C:5]([Cl:12])=[C:6]([S:8](Cl)(=[O:10])=[O:9])[CH:7]=1.[CH:13]1([NH2:19])[CH2:18][CH2:17][CH2:16][CH2:15][CH2:14]1.Cl. The catalyst class is: 61. Product: [Br:1][C:2]1[CH:3]=[CH:4][C:5]([Cl:12])=[C:6]([S:8]([NH:19][CH:13]2[CH2:18][CH2:17][CH2:16][CH2:15][CH2:14]2)(=[O:10])=[O:9])[CH:7]=1. (3) Reactant: [O:1]1[CH2:6][CH2:5][N:4]([C:7]2[CH:12]=[C:11]3[NH:13][CH2:14][C:15]4([CH2:20][CH2:19][O:18][CH2:17][CH2:16]4)[C:10]3=[CH:9][CH:8]=2)[CH2:3][CH2:2]1.CN(C=O)C.[H-].[Na+].Cl[C:29]1[C:38]2[C:33](=[CH:34][C:35]([F:39])=[CH:36][CH:37]=2)[N:32]=[C:31]([C:40]2[CH:45]=[CH:44][CH:43]=[CH:42][C:41]=2[F:46])[C:30]=1[CH3:47]. Product: [F:39][C:35]1[CH:34]=[C:33]2[C:38]([C:29]([N:13]3[C:11]4[C:10](=[CH:9][CH:8]=[C:7]([N:4]5[CH2:3][CH2:2][O:1][CH2:6][CH2:5]5)[CH:12]=4)[C:15]4([CH2:20][CH2:19][O:18][CH2:17][CH2:16]4)[CH2:14]3)=[C:30]([CH3:47])[C:31]([C:40]3[CH:45]=[CH:44][CH:43]=[CH:42][C:41]=3[F:46])=[N:32]2)=[CH:37][CH:36]=1. The catalyst class is: 25. (4) Product: [F:1][C:2]1[CH:7]=[C:6]([N:8]([CH:21]2[C:29]3[C:24](=[C:25]([C:30]4[C:35]([CH3:36])=[CH:34][C:33]([O:37][CH2:47][C:48]5([OH:46])[CH2:53][CH2:52][S:51][CH2:50][CH2:49]5)=[CH:32][C:31]=4[CH3:38])[CH:26]=[CH:27][CH:28]=3)[CH2:23][CH2:22]2)[S:9]([C:12]2[CH:17]=[CH:16][CH:15]=[CH:14][C:13]=2[N+:18]([O-:20])=[O:19])(=[O:10])=[O:11])[CH:5]=[CH:4][C:3]=1[CH2:39][CH2:40][C:41]([O:43][CH2:44][CH3:45])=[O:42]. The catalyst class is: 9. Reactant: [F:1][C:2]1[CH:7]=[C:6]([N:8]([CH:21]2[C:29]3[C:24](=[C:25]([C:30]4[C:35]([CH3:36])=[CH:34][C:33]([OH:37])=[CH:32][C:31]=4[CH3:38])[CH:26]=[CH:27][CH:28]=3)[CH2:23][CH2:22]2)[S:9]([C:12]2[CH:17]=[CH:16][CH:15]=[CH:14][C:13]=2[N+:18]([O-:20])=[O:19])(=[O:11])=[O:10])[CH:5]=[CH:4][C:3]=1[CH2:39][CH2:40][C:41]([O:43][CH2:44][CH3:45])=[O:42].[O:46]1[C:48]2([CH2:53][CH2:52][S:51][CH2:50][CH2:49]2)[CH2:47]1.C(=O)([O-])[O-].[K+].[K+].O. (5) Reactant: CN(C(ON1N=NC2C=[CH:13][CH:14]=[N:15][C:10]1=2)=[N+](C)C)C.F[P-](F)(F)(F)(F)F.[CH2:25]([N:27]1[CH:31]=[CH:30][C:29]([NH:32][C:33]([C:35]2[CH:36]=[C:37]([O:47][C:48]3[N:49]=[CH:50][C:51]([C:54]([OH:56])=O)=[N:52][CH:53]=3)[CH:38]=[C:39]([O:41][C@@H:42]([CH3:46])[CH2:43][O:44][CH3:45])[CH:40]=2)=[O:34])=[N:28]1)[CH3:26].Cl.N1CCC1.CCN(C(C)C)C(C)C. Product: [N:15]1([C:54]([C:51]2[N:52]=[CH:53][C:48]([O:47][C:37]3[CH:36]=[C:35]([CH:40]=[C:39]([O:41][C@@H:42]([CH3:46])[CH2:43][O:44][CH3:45])[CH:38]=3)[C:33]([NH:32][C:29]3[CH:30]=[CH:31][N:27]([CH2:25][CH3:26])[N:28]=3)=[O:34])=[N:49][CH:50]=2)=[O:56])[CH2:14][CH2:13][CH2:10]1. The catalyst class is: 39. (6) Reactant: [NH:1]1[C:5]2=[N:6][CH:7]=[CH:8][CH:9]=[C:4]2[C:3](/[CH:10]=[C:11]2\[O:12][C:13]3[C:20]([CH2:21][N:22]4[CH2:27][CH2:26][N:25](C(OC(C)(C)C)=O)[CH2:24][CH2:23]4)=[C:19]([OH:35])[CH:18]=[CH:17][C:14]=3[C:15]\2=[O:16])=[N:2]1.Cl. Product: [NH:1]1[C:5]2=[N:6][CH:7]=[CH:8][CH:9]=[C:4]2[C:3](/[CH:10]=[C:11]2\[O:12][C:13]3[C:20]([CH2:21][N:22]4[CH2:23][CH2:24][NH:25][CH2:26][CH2:27]4)=[C:19]([OH:35])[CH:18]=[CH:17][C:14]=3[C:15]\2=[O:16])=[N:2]1. The catalyst class is: 135. (7) Reactant: [C:1]1([S:7]([N:10]2[C:18]3[C:13](=[CH:14][C:15]([F:19])=[CH:16][CH:17]=3)[CH:12]=[CH:11]2)(=[O:9])=[O:8])[CH:6]=[CH:5][CH:4]=[CH:3][CH:2]=1.[Li]C(C)(C)C.[C:25]([O:29][C:30]([N:32]1[CH2:37][CH2:36][C:35]([CH:41]=[O:42])([CH2:38][CH2:39][CH3:40])[CH2:34][CH2:33]1)=[O:31])([CH3:28])([CH3:27])[CH3:26]. Product: [C:25]([O:29][C:30]([N:32]1[CH2:37][CH2:36][C:35]([CH:41]([C:11]2[N:10]([S:7]([C:1]3[CH:2]=[CH:3][CH:4]=[CH:5][CH:6]=3)(=[O:9])=[O:8])[C:18]3[C:13]([CH:12]=2)=[CH:14][C:15]([F:19])=[CH:16][CH:17]=3)[OH:42])([CH2:38][CH2:39][CH3:40])[CH2:34][CH2:33]1)=[O:31])([CH3:27])([CH3:28])[CH3:26]. The catalyst class is: 1.